From a dataset of Catalyst prediction with 721,799 reactions and 888 catalyst types from USPTO. Predict which catalyst facilitates the given reaction. (1) Reactant: [Br:1][C:2]1[CH:7]=[CH:6][C:5]([C:8]2[N:12]([CH:13]3[CH2:15][CH2:14]3)[C:11](=[O:16])[NH:10][CH:9]=2)=[CH:4][CH:3]=1.Cl[CH2:18][C:19]([O:21][CH2:22][CH3:23])=[O:20].C(=O)([O-])[O-].[K+].[K+]. Product: [Br:1][C:2]1[CH:3]=[CH:4][C:5]([C:8]2[N:12]([CH:13]3[CH2:14][CH2:15]3)[C:11](=[O:16])[N:10]([CH2:18][C:19]([O:21][CH2:22][CH3:23])=[O:20])[CH:9]=2)=[CH:6][CH:7]=1. The catalyst class is: 10. (2) Reactant: [CH3:1][C:2]1[CH:3]([C:10]2[CH:17]=[CH:16][CH:15]=[CH:14][C:11]=2[CH:12]=[O:13])[C:4]([CH3:9])=[C:5]([CH3:8])[C:6]=1[CH3:7].[BH4-].[Na+].C1(C)C=CC=CC=1.O. Product: [CH3:1][C:2]1[CH:3]([C:10]2[CH:17]=[CH:16][CH:15]=[CH:14][C:11]=2[CH2:12][OH:13])[C:4]([CH3:9])=[C:5]([CH3:8])[C:6]=1[CH3:7]. The catalyst class is: 8. (3) Reactant: CC1(C)C(C)(C)[O:5][B:4]([C:9]2[CH2:14][CH2:13][CH2:12][CH2:11][C:10]=2[C:15]2[CH:20]=[C:19]([C:21]([F:24])([F:23])[F:22])[CH:18]=[CH:17][C:16]=2[O:25][CH2:26][C:27]2[CH:32]=[CH:31][CH:30]=[CH:29][CH:28]=2)[O:3]1. Product: [C:27]1([CH2:26][O:25][C:16]2[CH:17]=[CH:18][C:19]([C:21]([F:24])([F:22])[F:23])=[CH:20][C:15]=2[C:10]2[CH2:11][CH2:12][CH2:13][CH2:14][C:9]=2[B:4]([OH:3])[OH:5])[CH:32]=[CH:31][CH:30]=[CH:29][CH:28]=1. The catalyst class is: 494. (4) The catalyst class is: 862. Product: [C:1]([C:5]1[N:10]=[C:9]([CH3:11])[C:8]([CH:12]=[O:13])=[CH:7][CH:6]=1)([CH3:4])([CH3:2])[CH3:3]. Reactant: [C:1]([C:5]1[N:10]=[C:9]([CH3:11])[C:8]([CH2:12][OH:13])=[CH:7][CH:6]=1)([CH3:4])([CH3:3])[CH3:2].C[N+]1([O-])CCOCC1. (5) Reactant: Cl.Cl.Cl.[F:4][C:5]1[CH:29]=[CH:28][CH:27]=[CH:26][C:6]=1[CH2:7][N:8]1[C:12]2=[N:13][CH:14]=[CH:15][CH:16]=[C:11]2[C:10]([C:17]2[N:22]=[C:21]([NH2:23])[C:20]([NH2:24])=[C:19]([NH2:25])[N:18]=2)=[N:9]1.Cl[C:31]([O:33][CH3:34])=[O:32]. Product: [NH2:25][C:19]1[C:20]([NH:24][C:31](=[O:32])[O:33][CH3:34])=[C:21]([NH2:23])[N:22]=[C:17]([C:10]2[C:11]3[C:12](=[N:13][CH:14]=[CH:15][CH:16]=3)[N:8]([CH2:7][C:6]3[CH:26]=[CH:27][CH:28]=[CH:29][C:5]=3[F:4])[N:9]=2)[N:18]=1. The catalyst class is: 17.